The task is: Predict the reactants needed to synthesize the given product.. This data is from Full USPTO retrosynthesis dataset with 1.9M reactions from patents (1976-2016). (1) The reactants are: Br[C:2]1[CH:3]=[C:4]2[C:8](=[CH:9][CH:10]=1)[N:7]([C:11]1[CH:16]=[CH:15][C:14]([O:17][CH3:18])=[CH:13][CH:12]=1)[N:6]=[CH:5]2.[Cl:19][C:20]1[CH:25]=[C:24]([Cl:26])[CH:23]=[CH:22][C:21]=1[CH:27]([CH3:30])[CH:28]=[O:29]. Given the product [Cl:19][C:20]1[CH:25]=[C:24]([Cl:26])[CH:23]=[CH:22][C:21]=1[CH:27]([CH3:30])[CH:28]([C:2]1[CH:3]=[C:4]2[C:8](=[CH:9][CH:10]=1)[N:7]([C:11]1[CH:16]=[CH:15][C:14]([O:17][CH3:18])=[CH:13][CH:12]=1)[N:6]=[CH:5]2)[OH:29], predict the reactants needed to synthesize it. (2) Given the product [Cl:20][C:17]1[CH:18]=[CH:19][C:14]([N:11]2[CH2:12][CH2:13][N:8]([C:6]3[N:7]=[C:2]([NH:48][C@@H:32]([CH2:31][OH:30])[CH2:33][C:34]4[CH:39]=[CH:38][C:37]([OH:40])=[CH:36][CH:35]=4)[C:3]4[S:23](=[O:24])[CH2:22][CH2:21][C:4]=4[N:5]=3)[CH2:9][CH2:10]2)=[CH:15][CH:16]=1, predict the reactants needed to synthesize it. The reactants are: Cl[C:2]1[C:3]2[S:23](=[O:24])[CH2:22][CH2:21][C:4]=2[N:5]=[C:6]([N:8]2[CH2:13][CH2:12][N:11]([C:14]3[CH:19]=[CH:18][C:17]([Cl:20])=[CH:16][CH:15]=3)[CH2:10][CH2:9]2)[N:7]=1.C([SiH2][O:30][C:31](C)(C)[C@H:32]([NH2:48])[CH2:33][C:34]1[CH:39]=[CH:38][C:37]([O:40][Si](C(C)(C)C)(C)C)=[CH:36][CH:35]=1)(C)(C)C.C(N(C(C)C)CC)(C)C. (3) Given the product [CH3:6][O:7][CH2:8][CH2:9][N:3]([CH2:4][CH3:5])[CH2:1][CH3:2], predict the reactants needed to synthesize it. The reactants are: [CH2:1]([NH:3][CH2:4][CH3:5])[CH3:2].[CH3:6][O:7][CH2:8][CH2:9]Cl.[OH-].[Na+]. (4) Given the product [ClH:11].[C:1]([C:3]1[C:8]([F:9])=[CH:7][CH:6]=[CH:5][N:4]=1)(=[NH:12])[NH2:2], predict the reactants needed to synthesize it. The reactants are: [C:1]([C:3]1[C:8]([F:9])=[CH:7][CH:6]=[CH:5][N:4]=1)#[N:2].[Na].[Cl-:11].[NH4+:12].C(O)(=O)C. (5) Given the product [CH2:1]([C:8]1[C:9]([CH3:23])=[N:10][C:11]2[N:12]([N:15]=[CH:16][C:17]=2[C:18]([O:20][CH2:21][CH3:22])=[O:19])[C:13]=1[Cl:35])[C:2]1[CH:7]=[CH:6][CH:5]=[CH:4][CH:3]=1, predict the reactants needed to synthesize it. The reactants are: [CH2:1]([C:8]1[C:9]([CH3:23])=[N:10][C:11]2[N:12]([N:15]=[CH:16][C:17]=2[C:18]([O:20][CH2:21][CH3:22])=[O:19])[C:13]=1O)[C:2]1[CH:7]=[CH:6][CH:5]=[CH:4][CH:3]=1.CN(C)C1C=CC=CC=1.P(Cl)(Cl)([Cl:35])=O.